From a dataset of Reaction yield outcomes from USPTO patents with 853,638 reactions. Predict the reaction yield, written as a fraction of the theoretical maximum amount of product (1.0 means a 100% yield; for example, 0.34 means a 34% yield). (1) The reactants are C[O:2][C:3]([CH2:5][CH2:6][O:7][CH2:8][C:9]([NH:26][C:27]([CH2:29][CH2:30][O:31][CH2:32][C:33]([NH:98][C:99]([CH2:101][CH2:102][CH2:103][NH:104][C:105](=[O:122])[O:106][CH2:107][C:108]1[C:109]2[C:114]([CH:115]=[C:116]3[C:121]=1[CH:120]=[CH:119][CH:118]=[CH:117]3)=[CH:113][CH:112]=[CH:111][CH:110]=2)=[O:100])([CH2:66][O:67][CH2:68][CH2:69][C:70]([NH:72][C:73]([CH2:90][O:91][CH2:92][CH2:93][C:94]([O:96]C)=[O:95])([CH2:82][O:83][CH2:84][CH2:85][C:86]([O:88]C)=[O:87])[CH2:74][O:75][CH2:76][CH2:77][C:78]([O:80]C)=[O:79])=[O:71])[CH2:34][O:35][CH2:36][CH2:37][C:38]([NH:40][C:41]([CH2:58][O:59][CH2:60][CH2:61][C:62]([O:64]C)=[O:63])([CH2:50][O:51][CH2:52][CH2:53][C:54]([O:56]C)=[O:55])[CH2:42][O:43][CH2:44][CH2:45][C:46]([O:48]C)=[O:47])=[O:39])=[O:28])([CH2:18][O:19][CH2:20][CH2:21][C:22]([O:24]C)=[O:23])[CH2:10][O:11][CH2:12][CH2:13][C:14]([O:16]C)=[O:15])=[O:4]. The catalyst is CC(C)=O.[OH-].[Na+]. The product is [C:46]([CH2:45][CH2:44][O:43][CH2:42][C:41]([NH:40][C:38]([CH2:37][CH2:36][O:35][CH2:34][C:33]([NH:98][C:99]([CH2:101][CH2:102][CH2:103][NH:104][C:105](=[O:122])[O:106][CH2:107][C:108]1[C:109]2[C:114]([CH:115]=[C:116]3[C:121]=1[CH:120]=[CH:119][CH:118]=[CH:117]3)=[CH:113][CH:112]=[CH:111][CH:110]=2)=[O:100])([CH2:32][O:31][CH2:30][CH2:29][C:27]([NH:26][C:9]([CH2:10][O:11][CH2:12][CH2:13][C:14]([OH:16])=[O:15])([CH2:8][O:7][CH2:6][CH2:5][C:3]([OH:4])=[O:2])[CH2:18][O:19][CH2:20][CH2:21][C:22]([OH:24])=[O:23])=[O:28])[CH2:66][O:67][CH2:68][CH2:69][C:70]([NH:72][C:73]([CH2:82][O:83][CH2:84][CH2:85][C:86]([OH:88])=[O:87])([CH2:74][O:75][CH2:76][CH2:77][C:78]([OH:80])=[O:79])[CH2:90][O:91][CH2:92][CH2:93][C:94]([OH:96])=[O:95])=[O:71])=[O:39])([CH2:58][O:59][CH2:60][CH2:61][C:62]([OH:64])=[O:63])[CH2:50][O:51][CH2:52][CH2:53][C:54]([OH:56])=[O:55])([OH:48])=[O:47]. The yield is 0.680. (2) The reactants are [CH2:1]([O:3][C:4]1[CH:5]=[C:6]2[C:11](=[C:12]3[CH2:16][C:15]([CH3:18])([CH3:17])[O:14][C:13]=13)[C:10]([C:19]1[CH:24]=[CH:23][C:22]([CH2:25][O:26][CH2:27][C:28]([O:30][CH3:31])=[O:29])=[CH:21][CH:20]=1)=[N:9][C:8]([CH3:33])([CH3:32])[CH2:7]2)[CH3:2].[ClH:34].C(OCC)(=O)C. The catalyst is C(OCC)(=O)C. The product is [ClH:34].[CH2:1]([O:3][C:4]1[CH:5]=[C:6]2[C:11](=[C:12]3[CH2:16][C:15]([CH3:18])([CH3:17])[O:14][C:13]=13)[C:10]([C:19]1[CH:20]=[CH:21][C:22]([CH2:25][O:26][CH2:27][C:28]([O:30][CH3:31])=[O:29])=[CH:23][CH:24]=1)=[N:9][C:8]([CH3:32])([CH3:33])[CH2:7]2)[CH3:2]. The yield is 0.640. (3) The yield is 0.990. The reactants are [C:1]([C:5]1[CH:10]=[CH:9][C:8](N2C(C)=CC=C2C)=[C:7]([N+:18]([O-])=O)[CH:6]=1)([CH3:4])([CH3:3])[CH3:2].CCO[C:24]([CH3:26])=O. The catalyst is [Pd]. The product is [C:1]([C:5]1[CH:10]=[CH:9][C:8]([C:5]2[CH:6]=[C:7]([CH3:8])[NH:18][C:24]=2[CH3:26])=[C:7]([CH:6]=1)[NH2:18])([CH3:2])([CH3:3])[CH3:4]. (4) The reactants are C[Si](C)(C)[CH2:3][C:4]1[O:8][N:7]=[C:6]([CH3:9])[CH:5]=1.C([Li])CCC.[C:17]([O:21][C:22]([N:24]1[CH2:29][CH2:28][C:27](=O)[CH2:26][CH2:25]1)=[O:23])([CH3:20])([CH3:19])[CH3:18]. The catalyst is C1COCC1. The product is [C:17]([O:21][C:22]([N:24]1[CH2:29][CH2:28][C:27](=[CH:3][C:4]2[O:8][N:7]=[C:6]([CH3:9])[CH:5]=2)[CH2:26][CH2:25]1)=[O:23])([CH3:20])([CH3:18])[CH3:19]. The yield is 0.930.